From a dataset of Full USPTO retrosynthesis dataset with 1.9M reactions from patents (1976-2016). Predict the reactants needed to synthesize the given product. (1) The reactants are: Cl[C:2]([O:4][CH2:5][C:6]1[CH:11]=[CH:10][CH:9]=[CH:8][CH:7]=1)=[O:3].[CH3:12][C:13]1[CH:18]=[C:17]([N:19]2[CH2:24][CH2:23][O:22][CH2:21][CH2:20]2)[CH:16]=[C:15]([CH3:25])[C:14]=1[NH2:26].C(N(CC)C(C)C)(C)C. Given the product [CH2:5]([O:4][C:2](=[O:3])[NH:26][C:14]1[C:15]([CH3:25])=[CH:16][C:17]([N:19]2[CH2:20][CH2:21][O:22][CH2:23][CH2:24]2)=[CH:18][C:13]=1[CH3:12])[C:6]1[CH:11]=[CH:10][CH:9]=[CH:8][CH:7]=1, predict the reactants needed to synthesize it. (2) Given the product [C:18]([C:17]1[CH:20]=[CH:21][C:14]([C:13]2[C:12]([C:6]#[N:5])=[C:11]([CH2:22][CH2:23][CH3:24])[NH:10][C:9]=2[CH3:8])=[CH:15][CH:16]=1)#[N:19], predict the reactants needed to synthesize it. The reactants are: ClS([N:5]=[C:6]=O)(=O)=O.[CH3:8][C:9]1[NH:10][C:11]([CH2:22][CH2:23][CH3:24])=[CH:12][C:13]=1[C:14]1[CH:21]=[CH:20][C:17]([C:18]#[N:19])=[CH:16][CH:15]=1.C(=O)(O)[O-].[Na+]. (3) Given the product [CH2:41]([C:27]1[C:26]2[C:30](=[CH:31][CH:32]=[CH:33][C:25]=2[NH:24][C:7]2[C:15]3[C:10](=[CH:11][N:12]=[CH:13][CH:14]=3)[O:9][C:8]=2[C:16]2[N:21]=[CH:20][CH:19]=[CH:18][N:17]=2)[N:29]([C:34]([O:36][C:37]([CH3:38])([CH3:40])[CH3:39])=[O:35])[N:28]=1)[CH3:42], predict the reactants needed to synthesize it. The reactants are: FC(F)(F)S(O[C:7]1[C:15]2[C:10](=[CH:11][N:12]=[CH:13][CH:14]=2)[O:9][C:8]=1[C:16]1[N:21]=[CH:20][CH:19]=[CH:18][N:17]=1)(=O)=O.[NH2:24][C:25]1[CH:33]=[CH:32][CH:31]=[C:30]2[C:26]=1[C:27]([CH2:41][CH3:42])=[N:28][N:29]2[C:34]([O:36][C:37]([CH3:40])([CH3:39])[CH3:38])=[O:35].CC1(C)C2C(=C(P(C3C=CC=CC=3)C3C=CC=CC=3)C=CC=2)OC2C(P(C3C=CC=CC=3)C3C=CC=CC=3)=CC=CC1=2.[O-]P([O-])([O-])=O.[K+].[K+].[K+]. (4) Given the product [CH3:32][C:29]1[N:30]=[CH:31][C:26]([NH:25][C:12](=[O:13])[C:11]2[CH:15]=[C:16]([O:18][CH:19]3[CH2:24][CH2:23][O:22][CH2:21][CH2:20]3)[CH:17]=[C:9]([O:8][CH2:7][C:1]3[CH:2]=[CH:3][CH:4]=[CH:5][CH:6]=3)[CH:10]=2)=[N:27][CH:28]=1, predict the reactants needed to synthesize it. The reactants are: [C:1]1([CH2:7][O:8][C:9]2[CH:10]=[C:11]([CH:15]=[C:16]([O:18][CH:19]3[CH2:24][CH2:23][O:22][CH2:21][CH2:20]3)[CH:17]=2)[C:12](O)=[O:13])[CH:6]=[CH:5][CH:4]=[CH:3][CH:2]=1.[NH2:25][C:26]1[CH:31]=[N:30][C:29]([CH3:32])=[CH:28][N:27]=1.CN(C(ON1N=NC2C=CC=NC1=2)=[N+](C)C)C.F[P-](F)(F)(F)(F)F.CCN(C(C)C)C(C)C. (5) Given the product [C:2]1([CH3:1])[CH:7]=[CH:6][CH:5]=[C:4]([C@:8]2([OH:12])[O:47][CH2:46][C:45]([CH3:49])([CH3:48])[NH:44][C@H:9]2[CH3:10])[CH:3]=1, predict the reactants needed to synthesize it. The reactants are: [CH3:1][C:2]1[CH:3]=[C:4]([C:8](=[O:12])[C@H:9](O)[CH3:10])[CH:5]=[CH:6][CH:7]=1.CN(C1C2C(N(C)C)=CC=CC=2C=CC=1)C.S(OS(C(F)(F)F)(=O)=O)(C(F)(F)F)(=O)=O.[NH2:44][C:45]([CH3:49])([CH3:48])[CH2:46][OH:47].